Dataset: Reaction yield outcomes from USPTO patents with 853,638 reactions. Task: Predict the reaction yield, written as a fraction of the theoretical maximum amount of product (1.0 means a 100% yield; for example, 0.34 means a 34% yield). (1) The yield is 0.590. The catalyst is C1COCC1.[Cl-].[Na+].O. The reactants are [C:1]([O:5][C:6](=[O:18])[CH2:7][C@H:8]([CH2:12][C@H:13]([CH3:17])[CH2:14][CH2:15][CH3:16])[C:9](O)=[O:10])([CH3:4])([CH3:3])[CH3:2]. The product is [C:1]([O:5][C:6](=[O:18])[CH2:7][C@@H:8]([CH2:9][OH:10])[CH2:12][C@H:13]([CH3:17])[CH2:14][CH2:15][CH3:16])([CH3:2])([CH3:4])[CH3:3]. (2) The reactants are [CH3:1][C:2]1[C:6]2[C:7](=[O:18])[N:8]([CH2:11][CH2:12][N:13]3[CH2:17][CH2:16][CH2:15][CH2:14]3)[CH2:9][CH2:10][C:5]=2[NH:4][C:3]=1[CH:19]=O.[NH:21]1[CH2:26][CH2:25][CH:24]([C:27]2[CH:35]=[CH:34][CH:33]=[C:32]3[C:28]=2[CH2:29][C:30](=[O:36])[NH:31]3)[CH2:23][CH2:22]1. No catalyst specified. The product is [CH3:1][C:2]1[C:6]2[C:7](=[O:18])[N:8]([CH2:11][CH2:12][N:13]3[CH2:14][CH2:15][CH2:16][CH2:17]3)[CH2:9][CH2:10][C:5]=2[NH:4][C:3]=1[CH:19]=[C:29]1[C:28]2[C:32](=[CH:33][CH:34]=[CH:35][C:27]=2[CH:24]2[CH2:23][CH2:22][NH:21][CH2:26][CH2:25]2)[NH:31][C:30]1=[O:36]. The yield is 0.302.